Predict which catalyst facilitates the given reaction. From a dataset of Catalyst prediction with 721,799 reactions and 888 catalyst types from USPTO. (1) Reactant: [CH3:1][Si:2]([CH3:19])([CH3:18])[CH2:3][CH2:4][O:5][CH2:6][N:7]1[C:11]2=[CH:12][N:13]=[CH:14][C:15]([CH2:16][NH2:17])=[C:10]2[CH:9]=[CH:8]1.[C:20](O[C:20]([O:22][C:23]([CH3:26])([CH3:25])[CH3:24])=[O:21])([O:22][C:23]([CH3:26])([CH3:25])[CH3:24])=[O:21]. Product: [CH3:1][Si:2]([CH3:19])([CH3:18])[CH2:3][CH2:4][O:5][CH2:6][N:7]1[C:11]2=[CH:12][N:13]=[CH:14][C:15]([CH2:16][NH:17][C:20](=[O:21])[O:22][C:23]([CH3:26])([CH3:25])[CH3:24])=[C:10]2[CH:9]=[CH:8]1. The catalyst class is: 2. (2) Reactant: [F:1][C:2]1[CH:3]=[C:4]([CH:8]2[NH:13][C:12](=O)[CH2:11][O:10][CH2:9]2)[CH:5]=[CH:6][CH:7]=1.[H-].[Al+3].[Li+].[H-].[H-].[H-]. Product: [F:1][C:2]1[CH:3]=[C:4]([CH:8]2[CH2:9][O:10][CH2:11][CH2:12][NH:13]2)[CH:5]=[CH:6][CH:7]=1. The catalyst class is: 1. (3) Reactant: [CH:1]1[C:14]2[C:5](=[CH:6][C:7]3[C:12]([C:13]=2[C:15]2[CH:16]=[N:17][C:18]([C:21]4[CH:26]=[CH:25][CH:24]=[CH:23][N:22]=4)=[N:19][CH:20]=2)=[CH:11][CH:10]=[CH:9][CH:8]=3)[CH:4]=[CH:3][CH:2]=1.C1C(=O)N([Br:34])C(=O)C1.O. Product: [Br:34][C:6]1[C:7]2[C:12](=[CH:11][CH:10]=[CH:9][CH:8]=2)[C:13]([C:15]2[CH:16]=[N:17][C:18]([C:21]3[CH:26]=[CH:25][CH:24]=[CH:23][N:22]=3)=[N:19][CH:20]=2)=[C:14]2[C:5]=1[CH:4]=[CH:3][CH:2]=[CH:1]2. The catalyst class is: 22. (4) Reactant: [Br:1]Br.[F:3][C:4]1[CH:9]=[CH:8][C:7]([Se:10][Se:10][C:7]2[CH:8]=[CH:9][C:4]([F:3])=[C:5]([CH3:20])[CH:6]=2)=[CH:6][C:5]=1[CH3:20]. Product: [F:3][C:4]1[CH:9]=[CH:8][C:7]([Se:10][Br:1])=[CH:6][C:5]=1[CH3:20]. The catalyst class is: 1. (5) Reactant: [NH2:1][CH2:2][C:3]1([CH2:9][NH2:10])[CH2:8][CH2:7][CH2:6][CH2:5][CH2:4]1.OO.[O-]Cl.[Na+]. Product: [CH2:2]1[C:3]2([CH2:8][CH2:7][CH2:6][CH2:5][CH2:4]2)[CH2:9][N:10]=[N:1]1. The catalyst class is: 72. (6) Reactant: [C:1]([O:5][C:6]([N:8]1[CH2:13][CH2:12][N:11]([CH2:14][C:15]2[CH2:20][C:19]([CH3:22])([CH3:21])[CH2:18][CH2:17][C:16]=2Br)[CH2:10][CH2:9]1)=[O:7])([CH3:4])([CH3:3])[CH3:2].[Cl:24][C:25]1[CH:30]=[CH:29][C:28](B(O)O)=[CH:27][CH:26]=1.C([O-])([O-])=O.[Na+].[Na+]. Product: [C:1]([O:5][C:6]([N:8]1[CH2:13][CH2:12][N:11]([CH2:14][C:15]2[CH2:20][C:19]([CH3:22])([CH3:21])[CH2:18][CH2:17][C:16]=2[C:28]2[CH:29]=[CH:30][C:25]([Cl:24])=[CH:26][CH:27]=2)[CH2:10][CH2:9]1)=[O:7])([CH3:4])([CH3:3])[CH3:2]. The catalyst class is: 71. (7) Reactant: C([O:3][C:4]([C@@H:6]1[CH2:8][C@H:7]1[C:9]1[CH:18]=[CH:17][C:16]2[C:11](=[CH:12][CH:13]=[CH:14][CH:15]=2)[CH:10]=1)=[O:5])C.[OH-].[K+].O. Product: [CH:10]1[C:11]2[C:16](=[CH:15][CH:14]=[CH:13][CH:12]=2)[CH:17]=[CH:18][C:9]=1[C@@H:7]1[CH2:8][C@H:6]1[C:4]([OH:5])=[O:3]. The catalyst class is: 5. (8) Reactant: [Cl:1][CH2:2][C@H:3]([OH:9])[CH2:4][C:5]([O:7][CH3:8])=[O:6].[C:10]([Si:14](Cl)([CH3:16])[CH3:15])([CH3:13])([CH3:12])[CH3:11].N1C=CN=C1.Cl. Product: [Si:14]([O:9][C@@H:3]([CH2:2][Cl:1])[CH2:4][C:5]([O:7][CH3:8])=[O:6])([C:10]([CH3:13])([CH3:12])[CH3:11])([CH3:16])[CH3:15]. The catalyst class is: 808.